Dataset: Full USPTO retrosynthesis dataset with 1.9M reactions from patents (1976-2016). Task: Predict the reactants needed to synthesize the given product. Given the product [CH2:25]([C:24]1[C:20]2[S:19][C:18]3[C:14]4[S:13][C:12]([C:40]([OH:42])=[O:41])=[C:11]([CH2:1][CH2:2][CH2:3][CH2:4][CH2:5][CH2:6][CH2:7][CH2:8][CH2:9][CH3:10])[C:15]=4[S:16][C:17]=3[C:21]=2[S:22][C:23]=1[C:35]([OH:37])=[O:36])[CH2:26][CH2:27][CH2:28][CH2:29][CH2:30][CH2:31][CH2:32][CH2:33][CH3:34], predict the reactants needed to synthesize it. The reactants are: [CH2:1]([C:11]1[C:15]2[S:16][C:17]3[C:21]4[S:22][C:23]([C:35]([O:37]CC)=[O:36])=[C:24]([CH2:25][CH2:26][CH2:27][CH2:28][CH2:29][CH2:30][CH2:31][CH2:32][CH2:33][CH3:34])[C:20]=4[S:19][C:18]=3[C:14]=2[S:13][C:12]=1[C:40]([O:42]CC)=[O:41])[CH2:2][CH2:3][CH2:4][CH2:5][CH2:6][CH2:7][CH2:8][CH2:9][CH3:10].[Li+].[OH-].C1COCC1.